Dataset: Reaction yield outcomes from USPTO patents with 853,638 reactions. Task: Predict the reaction yield, written as a fraction of the theoretical maximum amount of product (1.0 means a 100% yield; for example, 0.34 means a 34% yield). (1) The reactants are [O:1]1[C:5]2=[CH:6][C:7]3[C:8](=O)[C:9](=[O:13])[NH:10][C:11]=3[CH:12]=[C:4]2[O:3][CH2:2]1.[CH:15]1[C:20]([NH:21][NH2:22])=[CH:19][CH:18]=[C:17]([S:23]([NH2:26])(=[O:25])=[O:24])[CH:16]=1.Cl. No catalyst specified. The product is [O:13]=[C:9]1[C:8](=[N:22][NH:21][C:20]2[CH:19]=[CH:18][C:17]([S:23]([NH2:26])(=[O:24])=[O:25])=[CH:16][CH:15]=2)[C:7]2[CH:6]=[C:5]3[O:1][CH2:2][O:3][C:4]3=[CH:12][C:11]=2[NH:10]1. The yield is 0.550. (2) The reactants are [CH3:1][O:2][CH2:3][C:4]1[N:8]([CH:9]2[CH2:14][CH2:13][O:12][CH2:11][CH2:10]2)[C:7]2[CH:15]=[CH:16][C:17]([C:19](F)(F)F)=[CH:18][C:6]=2[N:5]=1.[NH2:23][C:24]1[CH:29]=[CH:28][CH:27]=[CH:26][C:25]=1[SH:30].N. No catalyst specified. The product is [S:30]1[C:25]2[CH:26]=[CH:27][CH:28]=[CH:29][C:24]=2[N:23]=[C:19]1[C:17]1[CH:16]=[CH:15][C:7]2[N:8]([CH:9]3[CH2:14][CH2:13][O:12][CH2:11][CH2:10]3)[C:4]([CH2:3][O:2][CH3:1])=[N:5][C:6]=2[CH:18]=1. The yield is 0.0810. (3) The reactants are OS(O)(=O)=O.[CH2:6]([C:8]1[CH:14]=[CH:13][CH:12]=[C:11]([CH3:15])[C:9]=1N)[CH3:7].N([O-])=[O:17].[Na+]. The catalyst is O. The product is [CH2:6]([C:8]1[CH:14]=[CH:13][CH:12]=[C:11]([CH3:15])[C:9]=1[OH:17])[CH3:7]. The yield is 0.570.